This data is from Catalyst prediction with 721,799 reactions and 888 catalyst types from USPTO. The task is: Predict which catalyst facilitates the given reaction. (1) Reactant: [Br:1][C:2]1[C:7]([F:8])=[CH:6][C:5]([NH:9]C(=O)C)=[CH:4][C:3]=1[Cl:13].Cl. Product: [Br:1][C:2]1[C:7]([F:8])=[CH:6][C:5]([NH2:9])=[CH:4][C:3]=1[Cl:13]. The catalyst class is: 8. (2) Product: [OH:6][CH2:1]/[CH:2]=[CH:3]\[CH2:4][O:5][C:8](=[O:9])[CH3:7]. Reactant: [CH:1](/[OH:6])=[CH:2]/[CH2:3][CH2:4][OH:5].[CH3:7][C:8](OC(C)=O)=[O:9]. The catalyst class is: 2. (3) Reactant: [ClH:1].[S:2]1[C:6]2[CH:7]=[CH:8][CH:9]=[CH:10][C:5]=2[C:4]([N:11]2[CH2:16][CH2:15][N:14]([CH2:17][C@@H:18]3[CH2:23][CH2:22][CH2:21][CH2:20][C@H:19]3[CH2:24][N:25]3[C:33](=[O:34])[C@H:32]4[C@H:27]([C@H:28]5[CH2:35][C@@H:31]4[CH2:30][CH2:29]5)[C:26]3=[O:36])[CH2:13][CH2:12]2)=[N:3]1.Cl. Product: [OH2:34].[OH2:34].[ClH:1].[ClH:1].[S:2]1[C:6]2[CH:7]=[CH:8][CH:9]=[CH:10][C:5]=2[C:4]([N:11]2[CH2:12][CH2:13][N:14]([CH2:17][C@@H:18]3[CH2:23][CH2:22][CH2:21][CH2:20][C@H:19]3[CH2:24][N:25]3[C:26](=[O:36])[C@H:27]4[C@H:32]([C@H:31]5[CH2:35][C@@H:28]4[CH2:29][CH2:30]5)[C:33]3=[O:34])[CH2:15][CH2:16]2)=[N:3]1. The catalyst class is: 2. (4) Reactant: Cl[C:2]1[CH:3]=[C:4]([C:14]([NH:16][CH2:17][C:18]2[C:19](=[O:26])[NH:20][C:21]([CH3:25])=[CH:22][C:23]=2[CH3:24])=[O:15])[C:5]2[CH:10]=[N:9][N:8]([CH:11]([CH3:13])[CH3:12])[C:6]=2[N:7]=1.C(O)C.[NH:30]1[CH2:35][CH2:34][CH2:33][CH2:32][CH2:31]1. Product: [CH3:24][C:23]1[CH:22]=[C:21]([CH3:25])[NH:20][C:19](=[O:26])[C:18]=1[CH2:17][NH:16][C:14]([C:4]1[C:5]2[CH:10]=[N:9][N:8]([CH:11]([CH3:13])[CH3:12])[C:6]=2[N:7]=[C:2]([N:30]2[CH2:35][CH2:34][CH2:33][CH2:32][CH2:31]2)[CH:3]=1)=[O:15]. The catalyst class is: 6. (5) Reactant: [CH2:1]([N:3]1[C:7]2=[N:8][C:9]([CH2:32][CH3:33])=[C:10]([CH2:19][NH:20][C:21]([C:23]3[CH:31]=[CH:30][C:26]([C:27](O)=[O:28])=[CH:25][CH:24]=3)=[O:22])[C:11]([NH:12][CH:13]3[CH2:18][CH2:17][O:16][CH2:15][CH2:14]3)=[C:6]2[CH:5]=[N:4]1)[CH3:2].[NH2:34][CH2:35][C:36]1[CH:37]=[CH:38][C:39]([F:63])=[C:40]([C:42]2[CH:47]=[CH:46][CH:45]=[C:44]([CH2:48][N:49]3[CH2:54][CH2:53][N:52](C(OC(C)(C)C)=O)[C@@H:51]([CH3:62])[CH2:50]3)[CH:43]=2)[CH:41]=1.CN(C(ON1N=NC2C=CC=CC1=2)=[N+](C)C)C.F[P-](F)(F)(F)(F)F.CCN(CC)CC. Product: [CH2:1]([N:3]1[C:7]2=[N:8][C:9]([CH2:32][CH3:33])=[C:10]([CH2:19][NH:20][C:21]([C:23]3[CH:31]=[CH:30][C:26]([C:27]([NH:34][CH2:35][C:36]4[CH:41]=[C:40]([C:42]5[CH:47]=[CH:46][CH:45]=[C:44]([CH2:48][N:49]6[CH2:54][CH2:53][NH:52][C@@H:51]([CH3:62])[CH2:50]6)[CH:43]=5)[C:39]([F:63])=[CH:38][CH:37]=4)=[O:28])=[CH:25][CH:24]=3)=[O:22])[C:11]([NH:12][CH:13]3[CH2:18][CH2:17][O:16][CH2:15][CH2:14]3)=[C:6]2[CH:5]=[N:4]1)[CH3:2]. The catalyst class is: 2.